Dataset: Forward reaction prediction with 1.9M reactions from USPTO patents (1976-2016). Task: Predict the product of the given reaction. (1) Given the reactants [C:1]([N:9]1[CH2:14][CH2:13][N:12]([C:15]2[CH:16]=[CH:17][C:18]([N+:28]([O-:30])=[O:29])=[C:19]([NH:21][C:22]3[CH:27]=[CH:26][CH:25]=[CH:24][CH:23]=3)[CH:20]=2)[CH2:11][CH2:10]1)(=[O:8])[C:2]1[CH:7]=[CH:6][CH:5]=[CH:4][CH:3]=1.[CH2:31](Br)[C:32]1[CH:37]=[CH:36][CH:35]=[CH:34][CH:33]=1.[OH-].[K+], predict the reaction product. The product is: [CH2:31]([N:21]([C:22]1[CH:23]=[CH:24][CH:25]=[CH:26][CH:27]=1)[C:19]1[CH:20]=[C:15]([N:12]2[CH2:11][CH2:10][N:9]([C:1](=[O:8])[C:2]3[CH:7]=[CH:6][CH:5]=[CH:4][CH:3]=3)[CH2:14][CH2:13]2)[CH:16]=[CH:17][C:18]=1[N+:28]([O-:30])=[O:29])[C:32]1[CH:37]=[CH:36][CH:35]=[CH:34][CH:33]=1. (2) The product is: [C:16]([C:14]1[CH:13]=[CH:12][C:10]2[NH:11][C:7]([C:2]([C:18]3[C:26]([O:27][CH3:28])=[CH:25][C:24]([CH3:29])=[C:23]4[C:19]=3[CH:20]=[CH:21][N:22]4[C:30]([O:32][C:33]([CH3:36])([CH3:35])[CH3:34])=[O:31])([NH:1][CH2:38][C:37]([O:41][CH2:42][CH3:43])=[O:40])[C:3]([F:6])([F:5])[F:4])=[N:8][C:9]=2[CH:15]=1)#[N:17]. Given the reactants [NH2:1][C:2]([C:18]1[C:26]([O:27][CH3:28])=[CH:25][C:24]([CH3:29])=[C:23]2[C:19]=1[CH:20]=[CH:21][N:22]2[C:30]([O:32][C:33]([CH3:36])([CH3:35])[CH3:34])=[O:31])([C:7]1[NH:11][C:10]2[CH:12]=[CH:13][C:14]([C:16]#[N:17])=[CH:15][C:9]=2[N:8]=1)[C:3]([F:6])([F:5])[F:4].[C:37]([O:41][CH2:42][CH3:43])(=[O:40])[CH:38]=O.C(O[BH-](OC(=O)C)OC(=O)C)(=O)C.[Na+], predict the reaction product.